This data is from Forward reaction prediction with 1.9M reactions from USPTO patents (1976-2016). The task is: Predict the product of the given reaction. (1) The product is: [CH2:2]1[O:3][C:4]2([CH2:8][CH2:13][CH:12]([C:11](=[O:14])[CH3:10])[CH2:25][CH2:24]2)[O:15][CH2:1]1. Given the reactants [CH2:1]1[O:15][C:4]([CH:8]2[CH2:13][CH2:12][C:11](=[O:14])[CH2:10]C2)(OCC)[O:3][CH2:2]1.Cl.CNOC.C[Mg]Cl.[CH2:24]1COC[CH2:25]1, predict the reaction product. (2) Given the reactants [Cl:1][C:2]1[C:3]2[N:4]([CH:8]=[C:9]([C:11]([O:13][CH3:14])=[O:12])[N:10]=2)[CH:5]=[CH:6][N:7]=1.C1C(=O)N([Br:22])C(=O)C1.O, predict the reaction product. The product is: [Br:22][C:8]1[N:4]2[CH:5]=[CH:6][N:7]=[C:2]([Cl:1])[C:3]2=[N:10][C:9]=1[C:11]([O:13][CH3:14])=[O:12]. (3) Given the reactants [NH2:1][C:2]1[C:3]([CH3:22])=[C:4]([NH:8][C:9](=[O:21])[C:10]2[CH:15]=[CH:14][C:13]([CH2:16][O:17][CH:18]3[CH2:20][CH2:19]3)=[CH:12][CH:11]=2)[CH:5]=[CH:6][CH:7]=1.N1CCOC[CH2:24]1.C(O)(=O)C.O.[CH2:34]([OH:38])[CH2:35][CH2:36]C, predict the reaction product. The product is: [CH:18]1([O:17][CH2:16][C:13]2[CH:14]=[CH:15][C:10]([C:9]([NH:8][C:4]3[C:3]([CH3:22])=[C:2]4[C:7]([CH:36]=[C:35]([CH:34]=[O:38])[CH:24]=[N:1]4)=[CH:6][CH:5]=3)=[O:21])=[CH:11][CH:12]=2)[CH2:19][CH2:20]1. (4) Given the reactants Cl.[CH3:2][O:3][C:4]1[CH:5]=[C:6]([C:12]2[C:13]([CH3:25])([CH3:24])[C:14](=[O:23])[N:15]([CH:17]3[CH2:22][CH2:21][NH:20][CH2:19][CH2:18]3)[N:16]=2)[CH:7]=[CH:8][C:9]=1[O:10][CH3:11].[CH3:26][C:27]1[CH:28]=[C:29]([CH:33]=[CH:34][CH:35]=1)[C:30](O)=[O:31], predict the reaction product. The product is: [CH3:2][O:3][C:4]1[CH:5]=[C:6]([C:12]2[C:13]([CH3:25])([CH3:24])[C:14](=[O:23])[N:15]([CH:17]3[CH2:22][CH2:21][N:20]([C:30]([C:29]4[CH:33]=[CH:34][CH:35]=[C:27]([CH3:26])[CH:28]=4)=[O:31])[CH2:19][CH2:18]3)[N:16]=2)[CH:7]=[CH:8][C:9]=1[O:10][CH3:11]. (5) Given the reactants [F:1][C:2]1[CH:3]=[C:4]([CH:51]=[CH:52][CH:53]=1)[CH2:5][N:6]1[CH:10]=[C:9]([C:11]2[C:19]3[C:14](=[N:15][CH:16]=[C:17]([C:20]4[CH:25]=[CH:24][C:23]([N:26]5[CH2:31][CH2:30][N:29](C(OC(C)(C)C)=O)[CH2:28][CH2:27]5)=[C:22]([O:39][CH3:40])[CH:21]=4)[CH:18]=3)[N:13]([S:41]([C:44]3[CH:50]=[CH:49][C:47]([CH3:48])=[CH:46][CH:45]=3)(=[O:43])=[O:42])[CH:12]=2)[CH:8]=[N:7]1.CO.[ClH:56], predict the reaction product. The product is: [ClH:56].[F:1][C:2]1[CH:3]=[C:4]([CH:51]=[CH:52][CH:53]=1)[CH2:5][N:6]1[CH:10]=[C:9]([C:11]2[C:19]3[C:14](=[N:15][CH:16]=[C:17]([C:20]4[CH:25]=[CH:24][C:23]([N:26]5[CH2:27][CH2:28][NH:29][CH2:30][CH2:31]5)=[C:22]([O:39][CH3:40])[CH:21]=4)[CH:18]=3)[N:13]([S:41]([C:44]3[CH:45]=[CH:46][C:47]([CH3:48])=[CH:49][CH:50]=3)(=[O:42])=[O:43])[CH:12]=2)[CH:8]=[N:7]1. (6) Given the reactants [CH2:1]([O:3][C:4]([N:6]1[C:15]2[C:10](=[N:11][C:12]([O:16][CH3:17])=[CH:13][CH:14]=2)[C@@H:9]([NH:18][C:19]2[N:24]=[C:23]([CH2:25][C:26]3[CH:31]=[C:30]([C:32]([F:35])([F:34])[F:33])[CH:29]=[C:28]([C:36]([F:39])([F:38])[F:37])[CH:27]=3)[C:22]([NH:40][CH3:41])=[CH:21][N:20]=2)[CH2:8][C@H:7]1[CH2:42][CH3:43])=[O:5])[CH3:2].Br[CH2:45][CH2:46][CH2:47][C:48]([O:50][CH2:51][CH3:52])=[O:49].C(=O)([O-])[O-].[K+].[K+], predict the reaction product. The product is: [CH2:1]([O:3][C:4]([N:6]1[C:15]2[C:10](=[N:11][C:12]([O:16][CH3:17])=[CH:13][CH:14]=2)[C@@H:9]([NH:18][C:19]2[N:24]=[C:23]([CH2:25][C:26]3[CH:31]=[C:30]([C:32]([F:35])([F:34])[F:33])[CH:29]=[C:28]([C:36]([F:38])([F:39])[F:37])[CH:27]=3)[C:22]([NH:40][CH2:41][CH2:45][CH2:46][CH2:47][C:48]([O:50][CH2:51][CH3:52])=[O:49])=[CH:21][N:20]=2)[CH2:8][C@H:7]1[CH2:42][CH3:43])=[O:5])[CH3:2]. (7) Given the reactants [Cl:1][C:2]1[CH:3]=[C:4]([C:19](OC)=[O:20])[C:5]2[O:9][C:8]([C:10]3[CH:15]=[CH:14][C:13]([Cl:16])=[CH:12][C:11]=3[Cl:17])=[CH:7][C:6]=2[CH:18]=1.[H-].[H-].[H-].[H-].[Li+].[Al+3], predict the reaction product. The product is: [Cl:1][C:2]1[CH:3]=[C:4]([CH2:19][OH:20])[C:5]2[O:9][C:8]([C:10]3[CH:15]=[CH:14][C:13]([Cl:16])=[CH:12][C:11]=3[Cl:17])=[CH:7][C:6]=2[CH:18]=1.